From a dataset of Peptide-MHC class I binding affinity with 185,985 pairs from IEDB/IMGT. Regression. Given a peptide amino acid sequence and an MHC pseudo amino acid sequence, predict their binding affinity value. This is MHC class I binding data. (1) The peptide sequence is IVLFQRFLR. The MHC is HLA-A33:01 with pseudo-sequence HLA-A33:01. The binding affinity (normalized) is 0.920. (2) The binding affinity (normalized) is 0.716. The peptide sequence is LSLSNLDFR. The MHC is HLA-A31:01 with pseudo-sequence HLA-A31:01.